Dataset: Reaction yield outcomes from USPTO patents with 853,638 reactions. Task: Predict the reaction yield, written as a fraction of the theoretical maximum amount of product (1.0 means a 100% yield; for example, 0.34 means a 34% yield). The reactants are [C:1]([O:5][C:6]([N:8]1[CH2:13][CH2:12][N:11]([S:14]([C:17]2[CH:22]=[CH:21][C:20]([N+:23]([O-])=O)=[CH:19][CH:18]=2)(=[O:16])=[O:15])[CH2:10][CH2:9]1)=[O:7])([CH3:4])([CH3:3])[CH3:2].C(O)C.[Cl-].[NH4+]. The catalyst is [Fe].O. The product is [C:1]([O:5][C:6]([N:8]1[CH2:13][CH2:12][N:11]([S:14]([C:17]2[CH:18]=[CH:19][C:20]([NH2:23])=[CH:21][CH:22]=2)(=[O:16])=[O:15])[CH2:10][CH2:9]1)=[O:7])([CH3:4])([CH3:2])[CH3:3]. The yield is 0.890.